This data is from Catalyst prediction with 721,799 reactions and 888 catalyst types from USPTO. The task is: Predict which catalyst facilitates the given reaction. (1) Reactant: [CH3:1][O:2][C:3](=[O:26])[CH2:4][C:5]1[C:14]([CH3:15])=[C:13](B2OC(C)(C)C(C)(C)O2)[C:12]2[C:7](=[CH:8][CH:9]=[C:10]([Cl:25])[CH:11]=2)[CH:6]=1.Br[C:28]1[CH:33]=[CH:32][C:31]([S:34][C:35]2[CH:40]=[C:39]([Cl:41])[CH:38]=[CH:37][C:36]=2[Cl:42])=[CH:30][CH:29]=1.C(=O)(O)[O-].[Na+].O. Product: [CH3:1][O:2][C:3](=[O:26])[CH2:4][C:5]1[C:14]([CH3:15])=[C:13]([C:28]2[CH:29]=[CH:30][C:31]([S:34][C:35]3[CH:40]=[C:39]([Cl:41])[CH:38]=[CH:37][C:36]=3[Cl:42])=[CH:32][CH:33]=2)[C:12]2[C:7](=[CH:8][CH:9]=[C:10]([Cl:25])[CH:11]=2)[CH:6]=1. The catalyst class is: 564. (2) Reactant: C(OC(=O)[NH:7][CH2:8][CH2:9][N:10]1[CH2:14][CH2:13][CH2:12][CH:11]1[C:15](=[O:27])[NH:16][CH:17]1[CH:24]2[CH2:25][CH:20]3[CH2:21][CH:22]([CH2:26][CH:18]1[CH2:19]3)[CH2:23]2)(C)(C)C.[ClH:29].C(OCC)C. Product: [ClH:29].[CH:18]12[CH2:26][CH:22]3[CH2:21][CH:20]([CH2:25][CH:24]([CH2:23]3)[CH:17]1[NH:16][C:15]([CH:11]1[CH2:12][CH2:13][CH2:14][N:10]1[CH2:9][CH2:8][NH2:7])=[O:27])[CH2:19]2. The catalyst class is: 269. (3) Reactant: [CH:1]1([NH:7][CH:8]2[CH2:13][CH2:12][N:11]([C:14]([O:16][C:17]([CH3:20])([CH3:19])[CH3:18])=[O:15])[CH2:10][CH2:9]2)[CH2:6][CH2:5][CH2:4][CH2:3][CH2:2]1.[C:21]([O:25][CH2:26][CH3:27])(=[O:24])[CH:22]=O.C(O[BH-](OC(=O)C)OC(=O)C)(=O)C.[Na+]. Product: [CH:1]1([N:7]([CH2:22][C:21]([O:25][CH2:26][CH3:27])=[O:24])[CH:8]2[CH2:13][CH2:12][N:11]([C:14]([O:16][C:17]([CH3:20])([CH3:19])[CH3:18])=[O:15])[CH2:10][CH2:9]2)[CH2:6][CH2:5][CH2:4][CH2:3][CH2:2]1. The catalyst class is: 4. (4) Reactant: [CH:1]12[CH:8]([N:9]([CH3:22])[CH2:10][CH2:11][CH2:12][NH:13][C:14]3[CH:21]=[CH:20][C:17]([C:18]#[N:19])=[CH:16][CH:15]=3)[CH:5]([CH2:6][CH2:7]1)[CH2:4][NH:3][CH2:2]2.[C:23]([O:27][C:28](O[C:28]([O:27][C:23]([CH3:26])([CH3:25])[CH3:24])=[O:29])=[O:29])([CH3:26])([CH3:25])[CH3:24]. Product: [C:18]([C:17]1[CH:16]=[CH:15][C:14]([NH:13][CH2:12][CH2:11][CH2:10][N:9]([CH3:22])[CH:8]2[CH:1]3[CH2:7][CH2:6][CH:5]2[CH2:4][N:3]([C:28]([O:27][C:23]([CH3:26])([CH3:25])[CH3:24])=[O:29])[CH2:2]3)=[CH:21][CH:20]=1)#[N:19]. The catalyst class is: 4. (5) Product: [CH3:30][O:29][C:27]1[CH:28]=[C:23]([C:15]2[O:14][C:10]3[N:11]=[CH:12][N:13]=[C:8]([N:1]4[CH2:6][CH2:5][CH2:4][CH2:3][CH2:2]4)[C:9]=3[C:16]=2[C:17]2[CH:22]=[CH:21][CH:20]=[CH:19][CH:18]=2)[CH:24]=[C:25]([O:31][CH3:32])[CH:26]=1. Reactant: [NH:1]1[CH2:6][CH2:5][CH2:4][CH2:3][CH2:2]1.Cl[C:8]1[C:9]2[C:16]([C:17]3[CH:22]=[CH:21][CH:20]=[CH:19][CH:18]=3)=[C:15]([C:23]3[CH:28]=[C:27]([O:29][CH3:30])[CH:26]=[C:25]([O:31][CH3:32])[CH:24]=3)[O:14][C:10]=2[N:11]=[CH:12][N:13]=1.O. The catalyst class is: 8.